Dataset: Full USPTO retrosynthesis dataset with 1.9M reactions from patents (1976-2016). Task: Predict the reactants needed to synthesize the given product. (1) Given the product [F:9][C:7]1[CH:8]=[C:3]([CH2:2][C:20]#[N:21])[CH:4]=[C:5]([O:12][CH2:13][C:14]2[CH:19]=[CH:18][CH:17]=[CH:16][CH:15]=2)[C:6]=1[O:10][CH3:11], predict the reactants needed to synthesize it. The reactants are: Cl[CH2:2][C:3]1[CH:4]=[C:5]([O:12][CH2:13][C:14]2[CH:19]=[CH:18][CH:17]=[CH:16][CH:15]=2)[C:6]([O:10][CH3:11])=[C:7]([F:9])[CH:8]=1.[C-:20]#[N:21].[K+]. (2) Given the product [OH:38][C@@H:36]([CH3:37])[C:34]([NH:1][C@H:2]1[CH2:7][CH2:6][C@H:5]([NH:8][C:9]([C:11]2[C:15]3[N:16]=[CH:17][N:18]=[C:19]([C:20]4[CH:25]=[CH:24][C:23]([O:26][CH3:27])=[CH:22][C:21]=4[O:28][CH2:29][CH:30]4[CH2:31][CH2:32]4)[C:14]=3[NH:13][CH:12]=2)=[O:10])[CH2:4][CH2:3]1)=[O:35], predict the reactants needed to synthesize it. The reactants are: [NH2:1][C@H:2]1[CH2:7][CH2:6][C@H:5]([NH:8][C:9]([C:11]2[C:15]3[N:16]=[CH:17][N:18]=[C:19]([C:20]4[CH:25]=[CH:24][C:23]([O:26][CH3:27])=[CH:22][C:21]=4[O:28][CH2:29][CH:30]4[CH2:32][CH2:31]4)[C:14]=3[NH:13][CH:12]=2)=[O:10])[CH2:4][CH2:3]1.Cl[C:34]([C@@H:36]([O:38]C(=O)C)[CH3:37])=[O:35]. (3) Given the product [CH3:32][O:33][N:34]([CH3:35])[C:28]([C:21]1[C:22]2[C:27](=[CH:26][CH:25]=[CH:24][CH:23]=2)[C:18]([S:15](=[O:17])(=[O:16])[NH:14][CH:11]2[CH2:10][CH2:9][N:8]([CH2:1][C:2]3[CH:3]=[CH:4][CH:5]=[CH:6][CH:7]=3)[CH2:13][CH2:12]2)=[CH:19][CH:20]=1)=[O:30], predict the reactants needed to synthesize it. The reactants are: [CH2:1]([N:8]1[CH2:13][CH2:12][CH:11]([NH:14][S:15]([C:18]2[C:27]3[C:22](=[CH:23][CH:24]=[CH:25][CH:26]=3)[C:21]([C:28]([OH:30])=O)=[CH:20][CH:19]=2)(=[O:17])=[O:16])[CH2:10][CH2:9]1)[C:2]1[CH:7]=[CH:6][CH:5]=[CH:4][CH:3]=1.Cl.[CH3:32][O:33][NH:34][CH3:35].N=C=N.C(N(CC)CC)C.C1C=NC2N(O)N=NC=2C=1. (4) Given the product [Cl:11][C:12]1[C:21]2[C:16](=[CH:17][CH:18]=[CH:19][CH:20]=2)[C:15]([C:22]2[CH:27]=[CH:26][CH:25]=[C:24]([F:28])[CH:23]=2)=[C:14]([CH:29]([NH:31][C:2]2[N:10]=[CH:9][N:8]=[C:7]3[C:3]=2[N:4]=[CH:5][NH:6]3)[CH3:30])[CH:13]=1, predict the reactants needed to synthesize it. The reactants are: Br[C:2]1[N:10]=[CH:9][N:8]=[C:7]2[C:3]=1[N:4]=[CH:5][NH:6]2.[Cl:11][C:12]1[C:21]2[C:16](=[CH:17][CH:18]=[CH:19][CH:20]=2)[C:15]([C:22]2[CH:27]=[CH:26][CH:25]=[C:24]([F:28])[CH:23]=2)=[C:14]([CH:29]([NH2:31])[CH3:30])[CH:13]=1.C(N(CC)C(C)C)(C)C. (5) Given the product [N:3]1[CH:4]=[CH:5][CH:6]=[CH:7][C:2]=1[O:9][CH2:8][CH2:10][NH2:11], predict the reactants needed to synthesize it. The reactants are: Cl[C:2]1[CH:7]=[CH:6][CH:5]=[CH:4][N:3]=1.[CH2:8]([CH2:10][NH2:11])[OH:9].